Dataset: Full USPTO retrosynthesis dataset with 1.9M reactions from patents (1976-2016). Task: Predict the reactants needed to synthesize the given product. (1) The reactants are: Cl[C:2]1[CH:3]=[CH:4][C:5]([N+:9]([O-:11])=[O:10])=[C:6](F)[CH:7]=1.[C:12]([O:21][CH3:22])(=[O:20])[C:13]1[C:14](=[CH:16][CH:17]=[CH:18][CH:19]=1)[SH:15].C([O-])([O-])=O.[Cs+].[Cs+].C(Cl)[Cl:30]. Given the product [CH3:22][O:21][C:12](=[O:20])[C:13]1[CH:19]=[CH:18][CH:17]=[CH:16][C:14]=1[S:15][C:6]1[CH:7]=[CH:2][C:3]([Cl:30])=[CH:4][C:5]=1[N+:9]([O-:11])=[O:10], predict the reactants needed to synthesize it. (2) Given the product [Cl:22][C:9]1[C:10]2[C:15](=[CH:14][CH:13]=[CH:12][CH:11]=2)[N:6]([CH2:5][CH2:4][O:3][CH2:1][CH3:2])[C:7](=[O:19])[C:8]=1[C:17]#[N:18], predict the reactants needed to synthesize it. The reactants are: [CH2:1]([O:3][CH2:4][CH2:5][N:6]1[C:15]2[C:10](=[CH:11][CH:12]=[CH:13][CH:14]=2)[C:9](O)=[C:8]([C:17]#[N:18])[C:7]1=[O:19])[CH3:2].O=P(Cl)(Cl)[Cl:22]. (3) Given the product [C:1]([O:5][C:6]([N:8]1[C:16]2[C:11](=[CH:12][C:13]([NH2:17])=[CH:14][CH:15]=2)[CH2:10][CH2:9]1)=[O:7])([CH3:4])([CH3:2])[CH3:3], predict the reactants needed to synthesize it. The reactants are: [C:1]([O:5][C:6]([N:8]1[C:16]2[C:11](=[CH:12][C:13]([N+:17]([O-])=O)=[CH:14][CH:15]=2)[CH:10]=[CH:9]1)=[O:7])([CH3:4])([CH3:3])[CH3:2]. (4) Given the product [NH:8]1[CH2:9][CH:10]([N:12]2[CH2:17][CH2:16][O:15][CH2:14][C@H:13]2[CH2:18][OH:19])[CH2:11]1, predict the reactants needed to synthesize it. The reactants are: C1(C(C2C=CC=CC=2)[N:8]2[CH2:11][CH:10]([N:12]3[CH2:17][CH2:16][O:15][CH2:14][C@H:13]3[CH2:18][OH:19])[CH2:9]2)C=CC=CC=1.C(O)(=O)C. (5) Given the product [Cl:1][C:2]1[CH:3]=[C:4]2[C:8](=[CH:9][CH:10]=1)[N:7]([C:20]1[CH:25]=[CH:24][N:23]=[CH:22][CH:21]=1)[CH:6]=[CH:5]2, predict the reactants needed to synthesize it. The reactants are: [Cl:1][C:2]1[CH:3]=[C:4]2[C:8](=[CH:9][CH:10]=1)[NH:7][CH:6]=[CH:5]2.C(=O)([O-])[O-].[K+].[K+].Cl.Cl.Br[C:20]1[CH:25]=[CH:24][N:23]=[CH:22][CH:21]=1. (6) Given the product [ClH:45].[C:94]1([CH:52]([C:46]2[CH:47]=[CH:48][CH:49]=[CH:50][CH:51]=2)[CH2:53][NH:54][C:55]2[N:63]=[C:62]([N:64]3[CH2:68][CH2:67][C@@H:66]([NH:69][C:70]([NH:112][CH2:111][C:109]4[N:110]=[C:106]([C:100]5[CH:101]=[CH:102][CH:103]=[CH:104][CH:105]=5)[S:107][CH:108]=4)=[O:71])[CH2:65]3)[N:61]=[C:60]3[C:56]=2[N:57]=[CH:58][N:59]3[C@@H:80]2[CH2:84][C@H:83]([N:85]3[N:89]=[N:88][C:87]([CH2:90][CH3:91])=[N:86]3)[C@@H:82]([OH:92])[C@H:81]2[OH:93])[CH:99]=[CH:98][CH:97]=[CH:96][CH:95]=1, predict the reactants needed to synthesize it. The reactants are: N[C@@H]1CCN(C2N=C3C(N=CN3[C@@H]3C[C@H](N4N=NC(CC)=N4)[C@@H](O)[C@H]3O)=C(NCC(C3C=CC=CC=3)C3C=CC=CC=3)N=2)C1.[ClH:45].[C:46]1([CH:52]([C:94]2[CH:99]=[CH:98][CH:97]=[CH:96][CH:95]=2)[CH2:53][NH:54][C:55]2[N:63]=[C:62]([N:64]3[CH2:68][CH2:67][C@@H:66]([NH:69][C:70](NCC4C=CC=CN=4)=[O:71])[CH2:65]3)[N:61]=[C:60]3[C:56]=2[N:57]=[CH:58][N:59]3[C@@H:80]2[CH2:84][C@H:83]([N:85]3[N:89]=[N:88][C:87]([CH2:90][CH3:91])=[N:86]3)[C@@H:82]([OH:92])[C@H:81]2[OH:93])[CH:51]=[CH:50][CH:49]=[CH:48][CH:47]=1.[C:100]1([C:106]2[S:107][CH:108]=[C:109]([CH2:111][NH2:112])[N:110]=2)[CH:105]=[CH:104][CH:103]=[CH:102][CH:101]=1. (7) Given the product [CH3:1][CH:2]([CH3:19])[CH:3]([C:9]1[CH:14]=[CH:13][C:12]([NH2:15])=[CH:11][CH:10]=1)[N:4]1[CH:8]=[N:7][CH:6]=[N:5]1, predict the reactants needed to synthesize it. The reactants are: [CH3:1][CH:2]([CH3:19])[CH:3]([C:9]1[CH:14]=[CH:13][C:12]([NH:15]C(=O)C)=[CH:11][CH:10]=1)[N:4]1[CH:8]=[N:7][CH:6]=[N:5]1.[NH4+].[OH-].